From a dataset of Full USPTO retrosynthesis dataset with 1.9M reactions from patents (1976-2016). Predict the reactants needed to synthesize the given product. (1) Given the product [Cl:26][C:22]1[CH:21]=[C:20]([CH:25]=[CH:24][CH:23]=1)[C:19]([NH:18][C:17]1[C:12]([N:9]2[CH2:10][CH2:11][CH:6]([CH2:5][C:4]([OH:34])=[O:3])[CH2:7][CH2:8]2)=[N:13][CH:14]=[C:15]([C:28]2[CH:29]=[CH:30][CH:31]=[CH:32][CH:33]=2)[CH:16]=1)=[O:27], predict the reactants needed to synthesize it. The reactants are: C([O:3][C:4](=[O:34])[CH2:5][CH:6]1[CH2:11][CH2:10][N:9]([C:12]2[C:17]([NH:18][C:19](=[O:27])[C:20]3[CH:25]=[CH:24][CH:23]=[C:22]([Cl:26])[CH:21]=3)=[CH:16][C:15]([C:28]3[CH:33]=[CH:32][CH:31]=[CH:30][CH:29]=3)=[CH:14][N:13]=2)[CH2:8][CH2:7]1)C.O1CCCC1.CO.[OH-].[Li+]. (2) Given the product [NH2:32][CH2:31][CH:27]1[CH2:28][CH2:29][CH2:30][N:25]([C:22]([C:21]2[CH:20]=[CH:19][C:4]([C:5]([NH:7][CH2:8][C:9]3[NH:13][C:12]4[CH:14]=[CH:15][C:16]([Cl:18])=[CH:17][C:11]=4[N:10]=3)=[O:6])=[CH:3][C:2]=2[Cl:1])=[O:23])[CH2:26]1, predict the reactants needed to synthesize it. The reactants are: [Cl:1][C:2]1[CH:3]=[C:4]([CH:19]=[CH:20][C:21]=1[C:22](O)=[O:23])[C:5]([NH:7][CH2:8][C:9]1[NH:13][C:12]2[CH:14]=[CH:15][C:16]([Cl:18])=[CH:17][C:11]=2[N:10]=1)=[O:6].[NH:25]1[CH2:30][CH2:29][CH2:28][CH:27]([CH2:31][NH:32]C(=O)OC(C)(C)C)[CH2:26]1.CN(C(ON1N=NC2C=CC=CC1=2)=[N+](C)C)C.[B-](F)(F)(F)F.FC(F)(F)C(O)=O.